This data is from Catalyst prediction with 721,799 reactions and 888 catalyst types from USPTO. The task is: Predict which catalyst facilitates the given reaction. (1) Reactant: [CH3:1][C:2]1([CH3:19])[C:7](=[O:8])[CH2:6][CH2:5][N:4]([C:9]([O:11][CH2:12][C:13]2[CH:18]=[CH:17][CH:16]=[CH:15][CH:14]=2)=[O:10])[CH2:3]1.[Br-:20].[Br-].[Br-].C1([N+](C)(C)C)C=CC=CC=1.C1([N+](C)(C)C)C=CC=CC=1.C1([N+](C)(C)C)C=CC=CC=1. The catalyst class is: 2. Product: [Br:20][CH:6]1[CH2:5][N:4]([C:9]([O:11][CH2:12][C:13]2[CH:18]=[CH:17][CH:16]=[CH:15][CH:14]=2)=[O:10])[CH2:3][C:2]([CH3:19])([CH3:1])[C:7]1=[O:8]. (2) Reactant: N[C:2]1[CH:25]=[C:24]([C:26]([O:28][C:29]([CH3:32])([CH3:31])[CH3:30])=[O:27])[CH:23]=[CH:22][C:3]=1[O:4][C:5]1[C:14]([Cl:15])=[C:13]2[C:8]([CH:9]([C:16]([O:18][CH2:19][CH3:20])=[O:17])[CH2:10][CH2:11][O:12]2)=[CH:7][C:6]=1[Cl:21].N(OCC(C)C)=O.O. Product: [C:29]([O:28][C:26]([C:24]1[CH:25]=[CH:2][C:3]([O:4][C:5]2[C:14]([Cl:15])=[C:13]3[C:8]([CH:9]([C:16]([O:18][CH2:19][CH3:20])=[O:17])[CH2:10][CH2:11][O:12]3)=[CH:7][C:6]=2[Cl:21])=[CH:22][CH:23]=1)=[O:27])([CH3:30])([CH3:31])[CH3:32]. The catalyst class is: 3.